Dataset: Peptide-MHC class I binding affinity with 185,985 pairs from IEDB/IMGT. Task: Regression. Given a peptide amino acid sequence and an MHC pseudo amino acid sequence, predict their binding affinity value. This is MHC class I binding data. (1) The binding affinity (normalized) is 0.0847. The MHC is HLA-B15:01 with pseudo-sequence HLA-B15:01. The peptide sequence is FLGSHSEPL. (2) The peptide sequence is FQPSNGQFI. The MHC is H-2-Kb with pseudo-sequence H-2-Kb. The binding affinity (normalized) is 0.0352.